This data is from Full USPTO retrosynthesis dataset with 1.9M reactions from patents (1976-2016). The task is: Predict the reactants needed to synthesize the given product. (1) Given the product [NH2:1][C:2]1[CH:28]=[CH:27][C:5]2[N:6]([CH:9]([C:15]3[CH:20]=[CH:19][C:18]([C:21]4[CH:22]=[CH:23][CH:24]=[CH:25][CH:26]=4)=[CH:17][CH:16]=3)[CH2:10][C:11]([OH:13])=[O:12])[CH:7]=[N:8][C:4]=2[CH:3]=1, predict the reactants needed to synthesize it. The reactants are: [NH2:1][C:2]1[CH:28]=[CH:27][C:5]2[N:6]([CH:9]([C:15]3[CH:20]=[CH:19][C:18]([C:21]4[CH:26]=[CH:25][CH:24]=[CH:23][CH:22]=4)=[CH:17][CH:16]=3)[CH2:10][C:11]([O:13]C)=[O:12])[CH:7]=[N:8][C:4]=2[CH:3]=1. (2) Given the product [Br:2][C:3]1[CH:4]=[C:5]([CH:8]=[CH:9][CH:10]=1)[CH2:6][NH:7][C:13](=[NH:21])[CH:14]([O:18][CH2:19][CH3:20])[O:15][CH2:16][CH3:17], predict the reactants needed to synthesize it. The reactants are: Cl.[Br:2][C:3]1[CH:4]=[C:5]([CH:8]=[CH:9][CH:10]=1)[CH2:6][NH2:7].CO[C:13](=[NH:21])[CH:14]([O:18][CH2:19][CH3:20])[O:15][CH2:16][CH3:17]. (3) Given the product [CH3:7][C@@H:8]1[N:19]([C:20]([O:22][C:23]([CH3:25])([CH3:24])[CH3:26])=[O:21])[CH2:18][CH2:17][C@@:10]2([N:14]([C:36]3[CH:27]=[N:28][CH:29]=[CH:30][N:35]=3)[S:13](=[O:15])(=[O:16])[CH2:12][CH2:11]2)[CH2:9]1, predict the reactants needed to synthesize it. The reactants are: C(=O)([O-])[O-].[K+].[K+].[CH3:7][C@@H:8]1[N:19]([C:20]([O:22][C:23]([CH3:26])([CH3:25])[CH3:24])=[O:21])[CH2:18][CH2:17][C@@:10]2([NH:14][S:13](=[O:16])(=[O:15])[CH2:12][CH2:11]2)[CH2:9]1.[CH3:27][NH:28][C@@H:29]1CCCC[C@H:30]1[NH:35][CH3:36].IC1C=NC=CN=1. (4) Given the product [OH:33][C@H:32]([C:34]1[CH:39]=[CH:38][CH:37]=[CH:36][CH:35]=1)[C@H:31]([N:30]([CH3:29])[C:23](=[O:25])[C@H:22]([NH:21][C:19](=[O:20])[O:18][C:14]([CH3:15])([CH3:16])[CH3:17])[CH2:26][CH:27]=[CH2:28])[CH3:40], predict the reactants needed to synthesize it. The reactants are: C1(NC2CCCCC2)CCCCC1.[C:14]([O:18][C:19]([NH:21][C@H:22]([CH2:26][CH:27]=[CH2:28])[C:23]([OH:25])=O)=[O:20])([CH3:17])([CH3:16])[CH3:15].[CH3:29][NH:30][C@H:31]([CH3:40])[C@@H:32]([C:34]1[CH:39]=[CH:38][CH:37]=[CH:36][CH:35]=1)[OH:33]. (5) Given the product [CH3:1][O:2][C:3]1[CH:19]=[CH:18][C:17]([O:20][CH3:21])=[CH:16][C:4]=1[CH2:5][NH:6][C:7]([C:9]1[CH:14]=[CH:13][CH:12]=[C:11]([O:24][CH2:23][CH3:22])[N:10]=1)=[O:8], predict the reactants needed to synthesize it. The reactants are: [CH3:1][O:2][C:3]1[CH:19]=[CH:18][C:17]([O:20][CH3:21])=[CH:16][C:4]=1[CH2:5][NH:6][C:7]([C:9]1[CH:14]=[CH:13][CH:12]=[C:11](Br)[N:10]=1)=[O:8].[CH3:22][CH2:23][O-:24].[Na+]. (6) The reactants are: Cl.[NH2:2][OH:3].C(N(CC)CC)C.[C:11]([C:13]1[CH:14]=[C:15]([NH:19][CH:20]([C:36]2[CH:41]=[CH:40][CH:39]=[CH:38][CH:37]=2)[C:21]([NH:23][C:24]2[CH:29]=[CH:28][C:27]([N:30]3[CH2:35][CH2:34][O:33][CH2:32][CH2:31]3)=[CH:26][CH:25]=2)=[O:22])[CH:16]=[CH:17][CH:18]=1)#[N:12]. Given the product [OH:3][NH:2][C:11]([C:13]1[CH:14]=[C:15]([NH:19][CH:20]([C:36]2[CH:41]=[CH:40][CH:39]=[CH:38][CH:37]=2)[C:21]([NH:23][C:24]2[CH:29]=[CH:28][C:27]([N:30]3[CH2:31][CH2:32][O:33][CH2:34][CH2:35]3)=[CH:26][CH:25]=2)=[O:22])[CH:16]=[CH:17][CH:18]=1)=[NH:12], predict the reactants needed to synthesize it. (7) The reactants are: [C:1]([C:3]1([NH:6][C:7]([C@@H:9]2[CH2:13][C@@H:12]([S:14]([C:17]3[CH:22]=[CH:21][C:20](F)=[CH:19][C:18]=3[Cl:24])(=[O:16])=[O:15])[CH2:11][N:10]2[C:25]2[N:26]([CH:31]3[CH2:34][CH2:33][CH2:32]3)[N:27]=[C:28]([CH3:30])[CH:29]=2)=[O:8])[CH2:5][CH2:4]1)#[N:2].[CH3:35][N:36]1[CH2:41][CH2:40][NH:39][CH2:38][CH2:37]1. Given the product [C:1]([C:3]1([NH:6][C:7]([C@@H:9]2[CH2:13][C@@H:12]([S:14]([C:17]3[CH:22]=[CH:21][C:20]([N:39]4[CH2:40][CH2:41][N:36]([CH3:35])[CH2:37][CH2:38]4)=[CH:19][C:18]=3[Cl:24])(=[O:16])=[O:15])[CH2:11][N:10]2[C:25]2[N:26]([CH:31]3[CH2:34][CH2:33][CH2:32]3)[N:27]=[C:28]([CH3:30])[CH:29]=2)=[O:8])[CH2:5][CH2:4]1)#[N:2], predict the reactants needed to synthesize it. (8) Given the product [CH3:19][O:13][C:3]1([C:2]([F:1])([F:14])[F:15])[CH2:4][CH2:5][C:6]2([O:7][CH2:8][CH2:9][O:10]2)[CH2:11][CH2:12]1, predict the reactants needed to synthesize it. The reactants are: [F:1][C:2]([F:15])([F:14])[C:3]1([OH:13])[CH2:12][CH2:11][C:6]2([O:10][CH2:9][CH2:8][O:7]2)[CH2:5][CH2:4]1.[H-].[Na+].I[CH3:19].